The task is: Regression/Classification. Given a drug SMILES string, predict its absorption, distribution, metabolism, or excretion properties. Task type varies by dataset: regression for continuous measurements (e.g., permeability, clearance, half-life) or binary classification for categorical outcomes (e.g., BBB penetration, CYP inhibition). Dataset: hlm.. This data is from Human liver microsome stability data. (1) The drug is Cc1nc2ccc(Cl)cn2c1C(=O)NCc1ccc(-c2ccccc2)cc1. The result is 0 (unstable in human liver microsomes). (2) The drug is COC(=O)[C@H]1[C@@H](O)[C@@]2(O)c3c(OC)cc(O[C@@H]4O[C@@H]([C@H](O)CO)CO[C@H]4OC)cc3O[C@@]2(c2ccc(OC)cc2)[C@@H]1c1ccccc1. The result is 0 (unstable in human liver microsomes).